Dataset: Retrosynthesis with 50K atom-mapped reactions and 10 reaction types from USPTO. Task: Predict the reactants needed to synthesize the given product. (1) Given the product CCOC(=O)c1ccc(CBr)c(F)c1, predict the reactants needed to synthesize it. The reactants are: CCOC(=O)c1ccc(C)c(F)c1.O=C1CCC(=O)N1Br. (2) Given the product CC(C)(C)OC(=O)N1CC[C@H](O)[C@H]1C(=O)O, predict the reactants needed to synthesize it. The reactants are: CC(C)(C)OC(=O)OC(=O)OC(C)(C)C.O=C(O)[C@H]1NCC[C@@H]1O. (3) Given the product Cc1ccc(-c2ccc(CNC(=O)c3cc(NC(=O)c4ccccc4-c4ccc(C(F)(F)F)cc4)cn3C(C)C)cc2)cc1, predict the reactants needed to synthesize it. The reactants are: CC(C)n1cc(NC(=O)c2ccccc2-c2ccc(C(F)(F)F)cc2)cc1C(=O)O.Cc1ccc(-c2ccc(CN)cc2)cc1.